This data is from Reaction yield outcomes from USPTO patents with 853,638 reactions. The task is: Predict the reaction yield, written as a fraction of the theoretical maximum amount of product (1.0 means a 100% yield; for example, 0.34 means a 34% yield). (1) The product is [CH2:1]([O:8][N:9]1[C:15](=[O:16])[N:14]2[CH2:17][C@H:10]1[CH2:11][CH2:12][C@H:13]2[C:18]([NH:29][NH:28][C:26]([C:24]1[N:23]=[CH:22][O:21][CH:25]=1)=[O:27])=[O:20])[C:2]1[CH:3]=[CH:4][CH:5]=[CH:6][CH:7]=1. The yield is 0.617. The reactants are [CH2:1]([O:8][N:9]1[C:15](=[O:16])[N:14]2[CH2:17][C@H:10]1[CH2:11][CH2:12][C@H:13]2[C:18]([OH:20])=O)[C:2]1[CH:7]=[CH:6][CH:5]=[CH:4][CH:3]=1.[O:21]1[CH:25]=[C:24]([C:26]([NH:28][NH2:29])=[O:27])[N:23]=[CH:22]1. No catalyst specified. (2) The reactants are [CH3:1][C:2]1([CH3:20])[CH2:6][C:5]2[C:7]([CH3:19])=[C:8]([N:13]3[CH2:18][CH2:17][NH:16][CH2:15][CH2:14]3)[C:9]([CH3:12])=[C:10]([CH3:11])[C:4]=2[O:3]1.Br[C:22]1[CH:29]=[CH:28][C:25]([C:26]#[N:27])=[CH:24][CH:23]=1. No catalyst specified. The product is [CH3:1][C:2]1([CH3:20])[CH2:6][C:5]2[C:7]([CH3:19])=[C:8]([N:13]3[CH2:14][CH2:15][N:16]([C:22]4[CH:29]=[CH:28][C:25]([C:26]#[N:27])=[CH:24][CH:23]=4)[CH2:17][CH2:18]3)[C:9]([CH3:12])=[C:10]([CH3:11])[C:4]=2[O:3]1. The yield is 0.190. (3) The reactants are C(OC([N:8]1[CH2:13][CH2:12][C:11]([C:22]#[N:23])([CH2:14][C:15]2[CH:20]=[CH:19][C:18]([F:21])=[CH:17][CH:16]=2)[CH2:10][CH2:9]1)=O)(C)(C)C.FC(F)(F)C(O)=O. The catalyst is C(Cl)Cl. The product is [C:22]([C:11]1([CH2:14][C:15]2[CH:16]=[CH:17][C:18]([F:21])=[CH:19][CH:20]=2)[CH2:12][CH2:13][NH:8][CH2:9][CH2:10]1)#[N:23]. The yield is 0.980.